From a dataset of Full USPTO retrosynthesis dataset with 1.9M reactions from patents (1976-2016). Predict the reactants needed to synthesize the given product. (1) The reactants are: [Cl:1][C:2]1[CH:3]=[CH:4][C:5]([CH3:11])=[C:6]([N:8]=[C:9]=[S:10])[CH:7]=1.Cl.[CH3:13][NH:14][O:15][CH2:16][C:17]([OH:19])=[O:18].C(N(CC)CC)C. Given the product [Cl:1][C:2]1[CH:3]=[CH:4][C:5]([CH3:11])=[C:6]([NH:8][C:9]([N:14]([CH3:13])[O:15][CH2:16][C:17]([OH:19])=[O:18])=[S:10])[CH:7]=1, predict the reactants needed to synthesize it. (2) The reactants are: [CH:1]1([NH:4][C:5]([C:7]2[CH:8]=[CH:9][C:10]([CH3:31])=[C:11]([C:13]3[CH:14]=[C:15]4[C:20](=[CH:21][CH:22]=3)[C:19](=[O:23])[N:18]([CH2:24][CH:25]3[CH2:27][CH2:26]3)[CH:17]=[C:16]4[C:28](O)=[O:29])[CH:12]=2)=[O:6])[CH2:3][CH2:2]1.[NH:32]1[CH2:36][CH2:35][C@@H:34]([NH2:37])[CH2:33]1.C(N(CC)C(C)C)(C)C.CN(C(ON1N=NC2C=CC=NC1=2)=[N+](C)C)C.F[P-](F)(F)(F)(F)F. Given the product [NH2:37][C@@H:34]1[CH2:35][CH2:36][N:32]([C:28]([C:16]2[C:15]3[C:20](=[CH:21][CH:22]=[C:13]([C:11]4[CH:12]=[C:7]([CH:8]=[CH:9][C:10]=4[CH3:31])[C:5]([NH:4][CH:1]4[CH2:2][CH2:3]4)=[O:6])[CH:14]=3)[C:19](=[O:23])[N:18]([CH2:24][CH:25]3[CH2:27][CH2:26]3)[CH:17]=2)=[O:29])[CH2:33]1, predict the reactants needed to synthesize it. (3) Given the product [C:1]([O:4][C:5]1[C:14]2[C:9](=[C:10]([NH2:15])[CH:11]=[CH:12][CH:13]=2)[N:8]=[C:7]([C:18]2[CH:23]=[CH:22][CH:21]=[C:20]([C:24]([F:27])([F:25])[F:26])[CH:19]=2)[CH:6]=1)(=[O:3])[CH3:2], predict the reactants needed to synthesize it. The reactants are: [C:1]([O:4][C:5]1[C:14]2[C:9](=[C:10]([N+:15]([O-])=O)[CH:11]=[CH:12][CH:13]=2)[N:8]=[C:7]([C:18]2[CH:23]=[CH:22][CH:21]=[C:20]([C:24]([F:27])([F:26])[F:25])[CH:19]=2)[CH:6]=1)(=[O:3])[CH3:2]. (4) Given the product [ClH:21].[CH:18]([C:10]1[C:11]2[C:16](=[CH:15][C:14]([OH:17])=[CH:13][CH:12]=2)[NH:8][N:9]=1)([CH3:20])[CH3:19], predict the reactants needed to synthesize it. The reactants are: C([N:8]1[C:16]2[C:11](=[CH:12][CH:13]=[C:14]([OH:17])[CH:15]=2)[C:10]([CH:18]([CH3:20])[CH3:19])=[N:9]1)C1C=CC=CC=1.[ClH:21]. (5) The reactants are: [OH:1][CH2:2][CH:3]1[CH2:8][CH2:7][N:6]([C:9]([O:11][CH3:12])=[O:10])[CH:5]([CH2:13][C:14]([CH3:22])([C:16]2[CH:21]=[CH:20][CH:19]=[CH:18][CH:17]=2)[CH3:15])[CH2:4]1.I([O-])(=O)(=O)=[O:24].[Na+]. Given the product [CH3:12][O:11][C:9]([N:6]1[CH2:7][CH2:8][CH:3]([C:2]([OH:24])=[O:1])[CH2:4][CH:5]1[CH2:13][C:14]([CH3:22])([C:16]1[CH:17]=[CH:18][CH:19]=[CH:20][CH:21]=1)[CH3:15])=[O:10], predict the reactants needed to synthesize it. (6) Given the product [O:1]=[C:2]1[CH2:5][CH:4]([C:6]([O:8][CH3:12])=[O:7])[CH2:3]1, predict the reactants needed to synthesize it. The reactants are: [O:1]=[C:2]1[CH2:5][CH:4]([C:6]([OH:8])=[O:7])[CH2:3]1.CO.Cl.[CH2:12](N=C=NCCCN(C)C)C.